From a dataset of Forward reaction prediction with 1.9M reactions from USPTO patents (1976-2016). Predict the product of the given reaction. (1) Given the reactants [CH3:1][O:2][CH2:3][N:4]1[C:9]2[CH:10]=[CH:11][C:12]([C:14](OCC)=[O:15])=[CH:13][C:8]=2[S:7][C:6]2[N:19]=[CH:20][CH:21]=[N:22][C:5]1=2.[H-].C([Al+]CC(C)C)C(C)C, predict the reaction product. The product is: [CH3:1][O:2][CH2:3][N:4]1[C:9]2[CH:10]=[CH:11][C:12]([CH2:14][OH:15])=[CH:13][C:8]=2[S:7][C:6]2[N:19]=[CH:20][CH:21]=[N:22][C:5]1=2. (2) Given the reactants [CH3:1][C:2]1[C:10]2[N:9]=[C:8]([CH2:11][CH2:12][CH3:13])[N:7]([CH2:14][CH2:15][OH:16])[C:6]=2[CH:5]=[C:4]([C:17]2[CH:22]=[CH:21][CH:20]=[CH:19][CH:18]=2)[CH:3]=1.CCN(CC)CC.[CH3:30][S:31](Cl)(=[O:33])=[O:32], predict the reaction product. The product is: [CH3:30][S:31]([O:16][CH2:15][CH2:14][N:7]1[C:6]2[CH:5]=[C:4]([C:17]3[CH:22]=[CH:21][CH:20]=[CH:19][CH:18]=3)[CH:3]=[C:2]([CH3:1])[C:10]=2[N:9]=[C:8]1[CH2:11][CH2:12][CH3:13])(=[O:33])=[O:32]. (3) Given the reactants [Cu][C:2]#[N:3].[CH3:4][O:5][C:6]1[CH:15]=[C:14]([CH:16]([CH3:18])[CH3:17])[C:13](Br)=[CH:12][C:7]=1[C:8]([O:10][CH3:11])=[O:9].C(OCC)(=O)C, predict the reaction product. The product is: [CH3:4][O:5][C:6]1[CH:15]=[C:14]([CH:16]([CH3:18])[CH3:17])[C:13]([C:2]#[N:3])=[CH:12][C:7]=1[C:8]([O:10][CH3:11])=[O:9]. (4) Given the reactants C([O:5][C:6](=[O:21])[CH2:7][N:8]1[CH2:14][C:13]2[CH:15]=[C:16]([Br:19])[CH:17]=[N:18][C:12]=2[NH:11][C:10](=[O:20])[CH2:9]1)(C)(C)C.C(O)(C(F)(F)F)=O.C(Cl)[Cl:30], predict the reaction product. The product is: [ClH:30].[Br:19][C:16]1[CH:17]=[N:18][C:12]2[NH:11][C:10](=[O:20])[CH2:9][N:8]([CH2:7][C:6]([OH:21])=[O:5])[CH2:14][C:13]=2[CH:15]=1. (5) Given the reactants [NH2:1][C:2]1[CH:7]=[CH:6][C:5]([O:8][C:9]2[CH:14]=[CH:13][C:12]([C:15]([F:18])([F:17])[F:16])=[CH:11][CH:10]=2)=[CH:4][C:3]=1[OH:19].[Br:20][C:21]1[CH:26]=[CH:25][C:24]([CH2:27][C:28](O)=[O:29])=[CH:23][CH:22]=1.CC(C)N=C=NC(C)C.C1C=CC2N(O)N=NC=2C=1, predict the reaction product. The product is: [Br:20][C:21]1[CH:26]=[CH:25][C:24]([CH2:27][C:28]([NH:1][C:2]2[CH:7]=[CH:6][C:5]([O:8][C:9]3[CH:10]=[CH:11][C:12]([C:15]([F:16])([F:17])[F:18])=[CH:13][CH:14]=3)=[CH:4][C:3]=2[OH:19])=[O:29])=[CH:23][CH:22]=1.